This data is from Full USPTO retrosynthesis dataset with 1.9M reactions from patents (1976-2016). The task is: Predict the reactants needed to synthesize the given product. (1) Given the product [Cl:1][C:2]1[CH:3]=[C:4]([CH:24]([CH2:30][CH:31]([CH3:33])[CH3:32])[C:25]([OH:27])=[O:26])[CH:5]=[C:6]([C:14]2[CH:15]=[CH:16][C:17]([C:20]([F:21])([F:22])[F:23])=[CH:18][CH:19]=2)[C:7]=1[O:8][CH2:9][C:10]([F:12])([F:13])[F:11], predict the reactants needed to synthesize it. The reactants are: [Cl:1][C:2]1[CH:3]=[C:4]([CH:24]([CH2:30][CH:31]([CH3:33])[CH3:32])[C:25]([O:27]CC)=[O:26])[CH:5]=[C:6]([C:14]2[CH:19]=[CH:18][C:17]([C:20]([F:23])([F:22])[F:21])=[CH:16][CH:15]=2)[C:7]=1[O:8][CH2:9][C:10]([F:13])([F:12])[F:11].O.[OH-].[Li+]. (2) Given the product [Cl:23][C:19]1[CH:18]=[C:17]([N:15]2[N:14]=[N:13][C:12]([CH:7]3[CH2:8][CH2:9][CH2:10][CH2:11][N:6]3[C:3]3[N:4]([CH3:5])[C:33]([C:32]4[CH:37]=[CH:38][C:29]([O:28][CH2:27][CH2:26][N:25]([CH3:39])[CH3:24])=[CH:30][CH:31]=4)=[N:35][N:36]=3)=[N:16]2)[CH:22]=[CH:21][CH:20]=1, predict the reactants needed to synthesize it. The reactants are: CS[C:3]([N:6]1[CH2:11][CH2:10][CH2:9][CH2:8][CH:7]1[C:12]1[N:13]=[N:14][N:15]([C:17]2[CH:22]=[CH:21][CH:20]=[C:19]([Cl:23])[CH:18]=2)[N:16]=1)=[N:4][CH3:5].[CH3:24][N:25]([CH3:39])[CH2:26][CH2:27][O:28][C:29]1[CH:38]=[CH:37][C:32]([C:33]([NH:35][NH2:36])=O)=[CH:31][CH:30]=1. (3) Given the product [CH2:1]([O:3][C:4]1[CH:5]=[C:6]([CH:10]=[C:11]([F:22])[C:12]=1[B:13]1[O:14][C:15]([CH3:20])([CH3:21])[C:16]([CH3:19])([CH3:18])[O:17]1)[C:7]([NH:37][C:33]1[CH:32]=[C:31]([C:30]([F:38])([F:29])[F:39])[CH:36]=[CH:35][N:34]=1)=[O:9])[CH3:2], predict the reactants needed to synthesize it. The reactants are: [CH2:1]([O:3][C:4]1[CH:5]=[C:6]([CH:10]=[C:11]([F:22])[C:12]=1[B:13]1[O:17][C:16]([CH3:19])([CH3:18])[C:15]([CH3:21])([CH3:20])[O:14]1)[C:7]([OH:9])=O)[CH3:2].C(Cl)(=O)C(Cl)=O.[F:29][C:30]([F:39])([F:38])[C:31]1[CH:36]=[CH:35][N:34]=[C:33]([NH2:37])[CH:32]=1. (4) Given the product [CH:1]1([O:5][C:6]([N:8]2[CH2:13][CH2:12][N:11]([C:14](=[O:36])[C@@H:15]([NH2:25])[CH2:16][CH2:17][C:18]([O:20][C:21]([CH3:22])([CH3:23])[CH3:24])=[O:19])[CH2:10][CH2:9]2)=[O:7])[CH2:4][CH2:3][CH2:2]1, predict the reactants needed to synthesize it. The reactants are: [CH:1]1([O:5][C:6]([N:8]2[CH2:13][CH2:12][N:11]([C:14](=[O:36])[C@@H:15]([NH:25]C(OCC3C=CC=CC=3)=O)[CH2:16][CH2:17][C:18]([O:20][C:21]([CH3:24])([CH3:23])[CH3:22])=[O:19])[CH2:10][CH2:9]2)=[O:7])[CH2:4][CH2:3][CH2:2]1.